This data is from Peptide-MHC class I binding affinity with 185,985 pairs from IEDB/IMGT. The task is: Regression. Given a peptide amino acid sequence and an MHC pseudo amino acid sequence, predict their binding affinity value. This is MHC class I binding data. (1) The peptide sequence is KSEIYVAWVPA. The MHC is Mamu-A02 with pseudo-sequence Mamu-A02. The binding affinity (normalized) is 0.322. (2) The peptide sequence is TQSPVSVGF. The MHC is HLA-B08:01 with pseudo-sequence HLA-B08:01. The binding affinity (normalized) is 0.213. (3) The peptide sequence is ATSAGTRRQR. The MHC is HLA-A11:01 with pseudo-sequence HLA-A11:01. The binding affinity (normalized) is 0.304. (4) The peptide sequence is MMFDAMGAL. The MHC is HLA-A68:02 with pseudo-sequence HLA-A68:02. The binding affinity (normalized) is 0.509.